Dataset: Full USPTO retrosynthesis dataset with 1.9M reactions from patents (1976-2016). Task: Predict the reactants needed to synthesize the given product. (1) Given the product [OH:17][CH2:16][CH2:15][C:13]1[N:14]=[C:9]([NH:8][C:6](=[O:7])[O:5][C:1]([CH3:3])([CH3:2])[CH3:4])[CH:10]=[CH:11][CH:12]=1, predict the reactants needed to synthesize it. The reactants are: [C:1]([O:5][C:6]([NH:8][C:9]1[N:14]=[C:13]([CH2:15][C:16](OCC)=[O:17])[CH:12]=[CH:11][CH:10]=1)=[O:7])([CH3:4])([CH3:3])[CH3:2].[Li+].[BH4-]. (2) Given the product [F:1][C:2]([C:5]1[CH:6]=[C:7]([CH2:17][O:18][C:19]2[CH:24]=[CH:23][C:22]([CH2:25][CH2:26][C:27]([OH:29])=[O:28])=[C:21]([CH3:32])[C:20]=2[CH3:33])[C:8]2[O:12][C:11]([CH2:13][CH2:14][CH3:15])=[CH:10][C:9]=2[CH:16]=1)([F:4])[CH3:3], predict the reactants needed to synthesize it. The reactants are: [F:1][C:2]([C:5]1[CH:6]=[C:7]([CH2:17][O:18][C:19]2[CH:24]=[CH:23][C:22]([CH2:25][CH2:26][C:27]([O:29]CC)=[O:28])=[C:21]([CH3:32])[C:20]=2[CH3:33])[C:8]2[O:12][C:11]([CH2:13][CH2:14][CH3:15])=[CH:10][C:9]=2[CH:16]=1)([F:4])[CH3:3].[Li+].[OH-].O1CCCC1. (3) Given the product [N:17]1([NH:23][C:14]([C:12]2[CH:11]=[CH:10][CH:9]=[C:8]([C:4]3[CH:5]=[CH:6][CH:7]=[C:2]([Cl:1])[CH:3]=3)[N:13]=2)=[O:16])[CH2:22][CH2:21][CH2:20][CH2:19][CH2:18]1, predict the reactants needed to synthesize it. The reactants are: [Cl:1][C:2]1[CH:3]=[C:4]([C:8]2[N:13]=[C:12]([C:14]([OH:16])=O)[CH:11]=[CH:10][CH:9]=2)[CH:5]=[CH:6][CH:7]=1.[N:17]1([NH2:23])[CH2:22][CH2:21][CH2:20][CH2:19][CH2:18]1. (4) Given the product [CH2:1]([N:3]([CH2:31][C:32]1[CH:37]=[CH:36][C:35]([O:38][CH2:41][CH2:42][N:44]([CH3:51])[CH2:45][C@H:46]2[CH2:50][CH2:49][CH2:48][O:47]2)=[CH:34][CH:33]=1)[C:4]1[CH:9]=[C:8]([O:10][CH3:11])[C:7]([O:12][CH3:13])=[CH:6][C:5]=1[C@@H:14]1[CH2:23][CH2:22][C:21]2[CH:20]=[C:19]([OH:24])[CH:18]=[CH:17][C:16]=2[CH2:15]1)[CH3:2], predict the reactants needed to synthesize it. The reactants are: [CH2:1]([N:3]([C:31](=O)[C:32]1[CH:37]=[CH:36][C:35]([OH:38])=[CH:34][CH:33]=1)[C:4]1[CH:9]=[C:8]([O:10][CH3:11])[C:7]([O:12][CH3:13])=[CH:6][C:5]=1[C@@H:14]1[CH2:23][CH2:22][C:21]2[CH:20]=[C:19]([O:24]C(=O)C(C)(C)C)[CH:18]=[CH:17][C:16]=2[CH2:15]1)[CH3:2].Cl[CH2:41][C:42]([N:44]([CH3:51])[CH2:45][C@H:46]1[CH2:50][CH2:49][CH2:48][O:47]1)=O. (5) Given the product [CH2:1]([O:8][C:9]([NH:11][C:12]1[CH:20]=[CH:19][C:18]([O:21][C:22]([F:23])([F:24])[F:25])=[CH:17][C:13]=1[C:14]([NH:31][CH2:30][C:29]([O:28][CH3:27])=[O:32])=[O:16])=[O:10])[C:2]1[CH:3]=[CH:4][CH:5]=[CH:6][CH:7]=1, predict the reactants needed to synthesize it. The reactants are: [CH2:1]([O:8][C:9]([NH:11][C:12]1[CH:20]=[CH:19][C:18]([O:21][C:22]([F:25])([F:24])[F:23])=[CH:17][C:13]=1[C:14]([OH:16])=O)=[O:10])[C:2]1[CH:7]=[CH:6][CH:5]=[CH:4][CH:3]=1.Cl.[CH3:27][O:28][C:29](=[O:32])[CH2:30][NH2:31].O.ON1C2C=CC=CC=2N=N1.Cl.C(N=C=NCCCN(C)C)C. (6) Given the product [CH3:10][OH:11].[NH2:21][CH2:20][C:15]1[C:14]([CH2:13][NH:12][C:10](=[O:11])[C:9]2[CH:29]=[CH:30][C:31]([C:33]3[CH:34]=[N:35][NH:36][CH:37]=3)=[N:32][C:8]=2[NH:7][CH2:6][CH2:5][C:4]2[CH:38]=[CH:39][CH:40]=[C:2]([F:1])[CH:3]=2)=[CH:19][CH:18]=[CH:17][N:16]=1, predict the reactants needed to synthesize it. The reactants are: [F:1][C:2]1[CH:3]=[C:4]([CH:38]=[CH:39][CH:40]=1)[CH2:5][CH2:6][NH:7][C:8]1[N:32]=[C:31]([C:33]2[CH:34]=[N:35][NH:36][CH:37]=2)[CH:30]=[CH:29][C:9]=1[C:10]([NH:12][CH2:13][C:14]1[C:15]([CH2:20][NH:21]C(=O)OC(C)(C)C)=[N:16][CH:17]=[CH:18][CH:19]=1)=[O:11].Cl.